This data is from Forward reaction prediction with 1.9M reactions from USPTO patents (1976-2016). The task is: Predict the product of the given reaction. (1) Given the reactants CC(OC(/N=N/C(OC(C)C)=O)=O)C.[Cl:15][C:16]1[N:21]=[C:20]([CH:22]2[CH2:24][CH2:23]2)[C:19]([I:25])=[C:18]([CH2:26]O)[CH:17]=1.[C:28]1(=[O:38])[C:36]2[C:31](=[CH:32][CH:33]=[CH:34][CH:35]=2)[C:30](=[O:37])[NH:29]1.C1C=CC(P(C2C=CC=CC=2)C2C=CC=CC=2)=CC=1, predict the reaction product. The product is: [Cl:15][C:16]1[N:21]=[C:20]([CH:22]2[CH2:23][CH2:24]2)[C:19]([I:25])=[C:18]([CH2:26][N:29]2[C:30](=[O:37])[C:31]3[C:36](=[CH:35][CH:34]=[CH:33][CH:32]=3)[C:28]2=[O:38])[CH:17]=1. (2) Given the reactants BrN1C(=O)CC[C:3]1=O.[C:19]([O:18][O:18][C:19](=[O:26])[C:20]1C=CC=CC=1)(=[O:26])[C:20]1C=CC=CC=1.[Br:27][C:28]1[CH:33]=[CH:32][C:31]([CH3:34])=[C:30]([CH3:35])[CH:29]=1.[H-].[Na+].CC(C)(C([O-])=O)C([O-])=O, predict the reaction product. The product is: [Br:27][C:28]1[CH:29]=[C:30]2[C:31](=[CH:32][CH:33]=1)[CH2:34][CH:20]([C:19]([O:18][CH3:3])=[O:26])[CH2:35]2. (3) Given the reactants [C:1]([O:5][C:6]([NH:8][C@H:9]([CH3:22])[C:10]([C:13]1[O:14][CH2:15][CH:16]([C:18]([O:20][CH3:21])=[O:19])[N:17]=1)([CH3:12])[CH3:11])=[O:7])([CH3:4])([CH3:3])[CH3:2].C1C(=O)N(Br)C(=O)C1, predict the reaction product. The product is: [C:1]([O:5][C:6]([NH:8][C@H:9]([CH3:22])[C:10]([C:13]1[O:14][CH:15]=[C:16]([C:18]([O:20][CH3:21])=[O:19])[N:17]=1)([CH3:12])[CH3:11])=[O:7])([CH3:2])([CH3:3])[CH3:4]. (4) Given the reactants C([Si](C)(C)[O:6][C@H:7]1[CH2:13][N:12]([CH2:14][C:15]2[CH:16]=[N:17][CH:18]=[CH:19][CH:20]=2)[C:11](=[O:21])[C@@H:10]([NH:22][C:23](=[O:42])[C@@H:24]([C@H:27]2[C@H:32]([OH:33])[C@@H:31](/[CH:34]=[CH:35]/[C:36]([CH3:39])([CH3:38])[CH3:37])[O:30][C:29]([CH3:41])([CH3:40])[O:28]2)[O:25][CH3:26])[CH2:9][CH2:8]1)(C)(C)C.[F-].C([N+](CCCC)(CCCC)CCCC)CCC, predict the reaction product. The product is: [CH3:37][C:36]([CH3:39])([CH3:38])/[CH:35]=[CH:34]/[C@H:31]1[O:30][C:29]([CH3:40])([CH3:41])[O:28][C@@H:27]([C@@H:24]([O:25][CH3:26])[C:23]([NH:22][C@H:10]2[CH2:9][CH2:8][C@@H:7]([OH:6])[CH2:13][N:12]([CH2:14][C:15]3[CH:16]=[N:17][CH:18]=[CH:19][CH:20]=3)[C:11]2=[O:21])=[O:42])[C@@H:32]1[OH:33]. (5) Given the reactants Cl[CH2:2][C:3]1[CH2:4][N:5]([C:15](=[O:17])[CH3:16])[CH2:6][CH2:7][C:8]=1[C:9]1[CH:14]=[CH:13][CH:12]=[CH:11][CH:10]=1.[OH:18][C:19]1[CH:26]=[CH:25][CH:24]=[C:23]([OH:27])[C:20]=1[CH:21]=[O:22].C([O-])([O-])=O.[K+].[K+], predict the reaction product. The product is: [C:15]([N:5]1[CH2:6][CH2:7][C:8]([C:9]2[CH:14]=[CH:13][CH:12]=[CH:11][CH:10]=2)=[C:3]([CH2:2][O:18][C:19]2[CH:26]=[CH:25][CH:24]=[C:23]([OH:27])[C:20]=2[CH:21]=[O:22])[CH2:4]1)(=[O:17])[CH3:16]. (6) Given the reactants [OH:1][C:2]1[C:7]2[NH:8][C:9](=[O:11])[S:10][C:6]=2[C:5]([CH2:12][CH2:13][NH:14][CH2:15][CH2:16][N:17]([CH2:31][CH:32]2[CH2:37][CH2:36][N:35](C(OC(C)(C)C)=O)[CH2:34][CH2:33]2)[C:18](=[O:30])[CH2:19][CH2:20][O:21][CH2:22][CH2:23][C:24]2[CH:29]=[CH:28][CH:27]=[CH:26][CH:25]=2)=[CH:4][CH:3]=1.FC(F)(F)C(O)=O, predict the reaction product. The product is: [OH:1][C:2]1[C:7]2[NH:8][C:9](=[O:11])[S:10][C:6]=2[C:5]([CH2:12][CH2:13][NH:14][CH2:15][CH2:16][N:17]([CH2:31][CH:32]2[CH2:33][CH2:34][NH:35][CH2:36][CH2:37]2)[C:18](=[O:30])[CH2:19][CH2:20][O:21][CH2:22][CH2:23][C:24]2[CH:29]=[CH:28][CH:27]=[CH:26][CH:25]=2)=[CH:4][CH:3]=1. (7) The product is: [CH2:4]([N:11]1[CH2:12][CH2:13][O:18][CH:17]([C:19]2[CH:24]=[CH:23][C:22]([F:25])=[CH:21][C:20]=2[Cl:26])[CH2:16]1)[C:5]1[CH:10]=[CH:9][CH:8]=[CH:7][CH:6]=1. Given the reactants C(O)=O.[CH2:4]([NH:11][CH2:12][CH2:13]O)[C:5]1[CH:10]=[CH:9][CH:8]=[CH:7][CH:6]=1.Br[CH2:16][C:17]([C:19]1[CH:24]=[CH:23][C:22]([F:25])=[CH:21][C:20]=1[Cl:26])=[O:18], predict the reaction product. (8) Given the reactants [C:1]([O:5][C:6]([N:8]1[CH2:13][C:12](=[O:14])[O:11][C:10](=[O:15])[CH2:9]1)=[O:7])([CH3:4])([CH3:3])[CH3:2].Cl.[NH2:17][CH2:18][C:19]([C:21]1[CH:26]=[CH:25][C:24]([Br:27])=[CH:23][CH:22]=1)=[O:20].CN1CCOCC1, predict the reaction product. The product is: [Br:27][C:24]1[CH:23]=[CH:22][C:21]([C:19](=[O:20])[CH2:18][NH:17][C:12]([CH2:13][N:8]([CH2:9][C:10]([OH:11])=[O:15])[C:6]([O:5][C:1]([CH3:2])([CH3:3])[CH3:4])=[O:7])=[O:14])=[CH:26][CH:25]=1. (9) Given the reactants CC([N:5]([C:9]1[CH:14]=[CH:13][C:12]([C:15]2[CH:20]=[CH:19][C:18]([CH:21]([N:29]([C:31](=[O:46])[CH2:32][N:33]3[C:38]4[CH:39]=[C:40]([Cl:44])[C:41]([Cl:43])=[CH:42][C:37]=4[O:36][CH2:35][C:34]3=[O:45])[CH3:30])[CH2:22][N:23]3[CH2:28][CH2:27][O:26][CH2:25][CH2:24]3)=[CH:17][CH:16]=2)=[CH:11][CH:10]=1)C(=O)[O-])(C)C.FC(F)(F)C(O)=O, predict the reaction product. The product is: [NH2:5][C:9]1[CH:10]=[CH:11][C:12]([C:15]2[CH:20]=[CH:19][C:18]([CH:21]([N:29]([CH3:30])[C:31](=[O:46])[CH2:32][N:33]3[C:38]4[CH:39]=[C:40]([Cl:44])[C:41]([Cl:43])=[CH:42][C:37]=4[O:36][CH2:35][C:34]3=[O:45])[CH2:22][N:23]3[CH2:24][CH2:25][O:26][CH2:27][CH2:28]3)=[CH:17][CH:16]=2)=[CH:13][CH:14]=1.